This data is from Full USPTO retrosynthesis dataset with 1.9M reactions from patents (1976-2016). The task is: Predict the reactants needed to synthesize the given product. (1) The reactants are: Cl.[NH2:2][C@@H:3]1[C@@H:8]([OH:9])[C@H:7]([CH2:10][C:11]2[CH:16]=[C:15]([O:17][C@@:18]([CH3:25])(OC)[C:19]([F:22])([F:21])[F:20])[C:14]([N+:26]([O-:28])=[O:27])=[C:13]([F:29])[CH:12]=2)[CH2:6][S:5][CH2:4]1.C[C:31]([O-:33])=O.[Na+].[C:35]([C:39]1[CH:40]=[C:41]([CH:44]=[CH:45][CH:46]=1)[CH:42]=O)([CH3:38])([CH3:37])[CH3:36].[BH3-]C#N.[Na+]. Given the product [C:35]([C:39]1[CH:40]=[C:41]([CH:44]=[CH:45][CH:46]=1)[CH2:42][NH:2][C@@H:3]1[C@@H:8]([OH:9])[C@H:7]([CH2:10][C:11]2[CH:16]=[C:15]([O:17][C@H:18]([CH2:25][O:33][CH3:31])[C:19]([F:22])([F:20])[F:21])[C:14]([N+:26]([O-:28])=[O:27])=[C:13]([F:29])[CH:12]=2)[CH2:6][S:5][CH2:4]1)([CH3:38])([CH3:36])[CH3:37], predict the reactants needed to synthesize it. (2) The reactants are: [CH2:1]([N:5]1[C:9]([CH3:10])=[CH:8][C:7]([C:11]([NH2:13])=O)=[N:6]1)[CH2:2][CH2:3][CH3:4].P(Cl)(Cl)(Cl)=O.[OH-].[NH4+]. Given the product [CH2:1]([N:5]1[C:9]([CH3:10])=[CH:8][C:7]([C:11]#[N:13])=[N:6]1)[CH2:2][CH2:3][CH3:4], predict the reactants needed to synthesize it. (3) Given the product [C:32]1([C:21]2[CH:20]=[C:19]3[C:24](=[N:23][C:22]=2[C:26]2[CH:31]=[CH:30][CH:29]=[CH:28][CH:27]=2)[N:25]=[C:16]([CH2:12][CH2:11][CH2:10][CH2:9][CH2:8][C:7]([O:6][CH2:4][CH3:5])=[O:14])[CH:17]=[CH:18]3)[CH:33]=[CH:34][CH:35]=[CH:36][CH:37]=1, predict the reactants needed to synthesize it. The reactants are: [Br-].[Li+].[Br-].[CH2:4]([O:6][C:7](=[O:14])[CH2:8][CH2:9][CH2:10][CH2:11][CH2:12][Zn+])[CH3:5].Cl[C:16]1[N:25]=[C:24]2[C:19]([CH:20]=[C:21]([C:32]3[CH:37]=[CH:36][CH:35]=[CH:34][CH:33]=3)[C:22]([C:26]3[CH:31]=[CH:30][CH:29]=[CH:28][CH:27]=3)=[N:23]2)=[CH:18][CH:17]=1.CN1C(=O)N(C)CC1. (4) The reactants are: [CH:1]1[C:6]([Cl:7])=[CH:5][C:4]([OH:8])=[C:3]([O:9][C:10]2[CH:11]=[CH:12][C:13]([Cl:17])=[CH:14][C:15]=2[Cl:16])[CH:2]=1.[C:18](Cl)(=[O:21])[CH:19]=[CH2:20].C(N(CC)CC)C. Given the product [CH2:20]=[CH:19][C:18]([O:8][C:4]1[CH:5]=[C:6]([Cl:7])[CH:1]=[CH:2][C:3]=1[O:9][C:10]1[CH:11]=[CH:12][C:13]([Cl:17])=[CH:14][C:15]=1[Cl:16])=[O:21], predict the reactants needed to synthesize it. (5) Given the product [F:1][C:2]1[C:7]([F:8])=[CH:6][CH:5]=[CH:4][C:3]=1[C:9]1[N:37]=[C:12]2[CH:13]=[N:14][N:15]([CH2:17][C:18]3[CH:23]=[CH:22][C:21]([C:24]4[CH:29]=[CH:28][C:27]([C:30]([F:33])([F:31])[F:32])=[CH:26][C:25]=4[NH2:34])=[N:20][CH:19]=3)[CH:16]=[C:11]2[N:10]=1, predict the reactants needed to synthesize it. The reactants are: [F:1][C:2]1[C:7]([F:8])=[CH:6][CH:5]=[CH:4][C:3]=1[C:9]1[N:37]=[C:12]2[CH:13]=[N:14][N:15]([CH2:17][C:18]3[CH:19]=[N:20][C:21]([C:24]4[CH:29]=[CH:28][C:27]([C:30]([F:33])([F:32])[F:31])=[CH:26][C:25]=4[N+:34]([O-])=O)=[CH:22][CH:23]=3)[CH:16]=[C:11]2[N:10]=1.[OH-].[K+].